Dataset: Forward reaction prediction with 1.9M reactions from USPTO patents (1976-2016). Task: Predict the product of the given reaction. (1) Given the reactants [O:1]=[C:2]1[N:6]([CH2:7][C:8]2[CH:13]=[CH:12][CH:11]=[CH:10][CH:9]=2)[C@H:5]2[CH2:14][S:15][C:16](=[C:17]([CH2:21][CH2:22][CH3:23])[C:18]([OH:20])=[O:19])[C@H:4]2[N:3]1[CH2:24][C:25]1[CH:30]=[CH:29][CH:28]=[CH:27][CH:26]=1.[OH-].[Na+].[H][H], predict the reaction product. The product is: [O:1]=[C:2]1[N:6]([CH2:7][C:8]2[CH:9]=[CH:10][CH:11]=[CH:12][CH:13]=2)[C@H:5]2[CH2:14][S:15][CH:16]([CH:17]([CH2:21][CH2:22][CH3:23])[C:18]([OH:20])=[O:19])[C@H:4]2[N:3]1[CH2:24][C:25]1[CH:26]=[CH:27][CH:28]=[CH:29][CH:30]=1. (2) Given the reactants [OH:1][CH:2]([CH:7]([CH3:9])[CH3:8])[C:3](=[CH2:6])[C:4]#[N:5].N1C=CC=CC=1.Cl[C:17]([O:19][CH2:20][CH3:21])=[O:18].Cl, predict the reaction product. The product is: [CH2:20]([O:19][C:17](=[O:18])[O:1][CH:2]([CH:7]([CH3:9])[CH3:8])[C:3]([C:4]#[N:5])=[CH2:6])[CH3:21]. (3) The product is: [CH2:1]([O:5][C:6]1[C:15]2[C:10](=[CH:11][CH:12]=[C:13]([NH:52][C:55](=[O:40])[O:75][CH2:74][CH:68]3[C:67]4[CH:66]=[CH:65][CH:64]=[CH:63][C:62]=4[C:61]4[C:69]3=[CH:57][CH:58]=[CH:59][CH:60]=4)[CH:14]=2)[C:9](=[O:19])[N:8]([CH2:20][CH:21]([CH3:22])[CH3:23])[C:7]=1[CH2:24][NH:25][C:26]([O:28][C:29]([CH3:30])([CH3:31])[CH3:32])=[O:27])[CH2:2][CH2:3][CH3:4]. Given the reactants [CH2:1]([O:5][C:6]1[C:15]2[C:10](=[CH:11][CH:12]=[C:13](C(O)=O)[CH:14]=2)[C:9](=[O:19])[N:8]([CH2:20][CH:21]([CH3:23])[CH3:22])[C:7]=1[CH2:24][NH:25][C:26]([O:28][C:29]([CH3:32])([CH3:31])[CH3:30])=[O:27])[CH2:2][CH2:3][CH3:4].C1(P(N=[N+]=[N-])(C2C=CC=CC=2)=[O:40])C=CC=CC=1.C([N:52]([CH2:55]C)CC)C.[C:57]1(CO)[C:69]2[CH2:68][C:67]3[C:62](=[CH:63][CH:64]=[CH:65][CH:66]=3)[C:61]=2[CH:60]=[CH:59][CH:58]=1.CN(C)[CH:74]=[O:75], predict the reaction product. (4) Given the reactants [CH2:1]([C:4]1[CH:5]=[N:6][C:7]([N:10]2[CH2:14][C@H:13]([S:15][C:16]([C:29]3[CH:34]=[CH:33][CH:32]=[CH:31][CH:30]=3)([C:23]3[CH:28]=[CH:27][CH:26]=[CH:25][CH:24]=3)[C:17]3[CH:22]=[CH:21][CH:20]=[CH:19][CH:18]=3)[CH2:12][C@H:11]2[CH2:35]O)=[N:8][CH:9]=1)[CH2:2][CH3:3].C1(P(C2C=CC=CC=2)C2C=CC=CC=2)C=CC=CC=1.[C:56]1(=[O:66])[NH:60][C:59](=[O:61])[C:58]2=[CH:62][CH:63]=[CH:64][CH:65]=[C:57]12.CCOC(/N=N/C(OCC)=O)=O, predict the reaction product. The product is: [CH2:1]([C:4]1[CH:5]=[N:6][C:7]([N:10]2[CH2:14][C@H:13]([S:15][C:16]([C:29]3[CH:34]=[CH:33][CH:32]=[CH:31][CH:30]=3)([C:23]3[CH:24]=[CH:25][CH:26]=[CH:27][CH:28]=3)[C:17]3[CH:22]=[CH:21][CH:20]=[CH:19][CH:18]=3)[CH2:12][C@H:11]2[CH2:35][N:60]2[C:56](=[O:66])[C:57]3[C:58](=[CH:62][CH:63]=[CH:64][CH:65]=3)[C:59]2=[O:61])=[N:8][CH:9]=1)[CH2:2][CH3:3]. (5) Given the reactants [NH2:1][C:2]1[CH:3]=[C:4]([C:8]2[N:13]3[N:14]=[CH:15][C:16]([C:17]([C:19]4[S:20][CH:21]=[CH:22][CH:23]=4)=[O:18])=[C:12]3[N:11]=[CH:10][CH:9]=2)[CH:5]=[CH:6][CH:7]=1.[CH:24](=O)[CH:25]=[CH:26][C:27]1[CH:32]=[CH:31][CH:30]=[CH:29][CH:28]=1, predict the reaction product. The product is: [C:27]1(/[CH:26]=[CH:25]/[CH2:24][NH:1][C:2]2[CH:3]=[C:4]([C:8]3[N:13]4[N:14]=[CH:15][C:16]([C:17]([C:19]5[S:20][CH:21]=[CH:22][CH:23]=5)=[O:18])=[C:12]4[N:11]=[CH:10][CH:9]=3)[CH:5]=[CH:6][CH:7]=2)[CH:32]=[CH:31][CH:30]=[CH:29][CH:28]=1. (6) The product is: [C:22]1([S:19]([NH:18][C:14]2[CH:13]=[C:12]3[C:17](=[CH:16][CH:15]=2)[C:8]([CH2:7][NH:6][CH2:5][C:4]([NH:30][CH3:29])=[O:28])=[CH:9][CH:10]=[CH:11]3)(=[O:21])=[O:20])[CH:27]=[CH:26][CH:25]=[CH:24][CH:23]=1. Given the reactants C(O[C:4](=[O:28])[CH2:5][NH:6][CH2:7][C:8]1[C:17]2[C:12](=[CH:13][C:14]([NH:18][S:19]([C:22]3[CH:27]=[CH:26][CH:25]=[CH:24][CH:23]=3)(=[O:21])=[O:20])=[CH:15][CH:16]=2)[CH:11]=[CH:10][CH:9]=1)C.[CH3:29][NH2:30], predict the reaction product. (7) The product is: [Cl:1][C:2]1[CH:19]=[CH:18][C:17]([Cl:20])=[CH:16][C:3]=1[CH2:4][N:5]1[CH2:10][CH2:9][NH:8][C:7]2[N:11]=[CH:12][C:13]([C:31]3[CH:30]=[N:29][C:28]([N:25]4[CH2:24][CH2:23][N:22]([CH3:21])[CH2:27][CH2:26]4)=[CH:33][CH:32]=3)=[CH:14][C:6]1=2. Given the reactants [Cl:1][C:2]1[CH:19]=[CH:18][C:17]([Cl:20])=[CH:16][C:3]=1[CH2:4][N:5]1[CH2:10][CH2:9][NH:8][C:7]2[N:11]=[CH:12][C:13](I)=[CH:14][C:6]1=2.[CH3:21][N:22]1[CH2:27][CH2:26][N:25]([C:28]2[CH:33]=[CH:32][C:31](B3OC(C)(C)C(C)(C)O3)=[CH:30][N:29]=2)[CH2:24][CH2:23]1, predict the reaction product.